From a dataset of HIV replication inhibition screening data with 41,000+ compounds from the AIDS Antiviral Screen. Binary Classification. Given a drug SMILES string, predict its activity (active/inactive) in a high-throughput screening assay against a specified biological target. The molecule is Cc1ccc(S(=O)(=O)O)cc1.N=C(NO)NN=Cc1ccc(C(F)(F)F)cc1. The result is 0 (inactive).